From a dataset of Forward reaction prediction with 1.9M reactions from USPTO patents (1976-2016). Predict the product of the given reaction. (1) Given the reactants [Br:1][C:2]1[C:3]([CH3:10])=[CH:4][C:5]([NH2:9])=[N:6][C:7]=1[CH3:8].Cl[CH2:12][CH:13]=O.C1(C)C=CC=CC=1.C([O-])(O)=O.[Na+], predict the reaction product. The product is: [Br:1][C:2]1[C:3]([CH3:10])=[CH:4][C:5]2[N:6]([CH:12]=[CH:13][N:9]=2)[C:7]=1[CH3:8]. (2) The product is: [CH2:1]([O:5][C:6](=[O:30])[CH2:7][CH:8]1[C:17]2[C:12](=[C:13]([CH3:22])[C:14]([C:18]3[N:19]=[C:42]([C:41]4[CH:45]=[CH:46][C:47]([O:48][CH:49]([CH3:50])[CH3:51])=[C:39]([Cl:38])[CH:40]=4)[O:21][N:20]=3)=[CH:15][CH:16]=2)[CH2:11][CH2:10][N:9]1[C:23]([O:25][C:26]([CH3:29])([CH3:28])[CH3:27])=[O:24])[CH2:2][CH2:3][CH3:4]. Given the reactants [CH2:1]([O:5][C:6](=[O:30])[CH2:7][CH:8]1[C:17]2[C:12](=[C:13]([CH3:22])[C:14]([C:18]([NH:20][OH:21])=[NH:19])=[CH:15][CH:16]=2)[CH2:11][CH2:10][N:9]1[C:23]([O:25][C:26]([CH3:29])([CH3:28])[CH3:27])=[O:24])[CH2:2][CH2:3][CH3:4].C(N(CC)CC)C.[Cl:38][C:39]1[CH:40]=[C:41]([CH:45]=[CH:46][C:47]=1[O:48][CH:49]([CH3:51])[CH3:50])[C:42](Cl)=O, predict the reaction product. (3) Given the reactants C([O:3][C:4]([C:6]1[N:7]=[C:8]([NH:11][C:12]([C@@H:14]2[NH:18][C@@H:17]([CH2:19][C:20]([CH3:23])([CH3:22])[CH3:21])[C@:16]3([C:31]4[C:26](=[CH:27][C:28]([Cl:32])=[CH:29][CH:30]=4)[NH:25][C:24]3=[O:33])[C@H:15]2[C:34]2[CH:39]=[CH:38][CH:37]=[C:36]([Cl:40])[C:35]=2[F:41])=[O:13])[S:9][CH:10]=1)=[O:5])C.[OH-].[Na+].Cl, predict the reaction product. The product is: [Cl:32][C:28]1[CH:27]=[C:26]2[NH:25][C:24](=[O:33])[C@:16]3([C@@H:15]([C:34]4[CH:39]=[CH:38][CH:37]=[C:36]([Cl:40])[C:35]=4[F:41])[C@H:14]([C:12]([NH:11][C:8]4[S:9][CH:10]=[C:6]([C:4]([OH:5])=[O:3])[N:7]=4)=[O:13])[NH:18][C@H:17]3[CH2:19][C:20]([CH3:22])([CH3:21])[CH3:23])[C:31]2=[CH:30][CH:29]=1.